Dataset: Forward reaction prediction with 1.9M reactions from USPTO patents (1976-2016). Task: Predict the product of the given reaction. (1) Given the reactants [F:1][C:2]1[CH:18]=[C:17]([CH2:19][CH2:20][C:21](=[O:37])[C:22]2[S:23][C:24]([C:27]3[CH:32]=[CH:31][C:30]([C:33]([F:36])([F:35])[F:34])=[CH:29][CH:28]=3)=[CH:25][CH:26]=2)[CH:16]=[CH:15][C:3]=1[O:4][C:5]([CH3:14])([CH3:13])[C:6]([O:8]C(C)(C)C)=[O:7].FC(F)(F)C(O)=O, predict the reaction product. The product is: [F:1][C:2]1[CH:18]=[C:17]([CH2:19][CH2:20][C:21](=[O:37])[C:22]2[S:23][C:24]([C:27]3[CH:28]=[CH:29][C:30]([C:33]([F:36])([F:35])[F:34])=[CH:31][CH:32]=3)=[CH:25][CH:26]=2)[CH:16]=[CH:15][C:3]=1[O:4][C:5]([CH3:13])([CH3:14])[C:6]([OH:8])=[O:7]. (2) Given the reactants [C:1]([O:4][C@@H:5]1[C@H:9]([O:10][C:11](=[O:13])[CH3:12])[C@@H:8]([C:14]#[CH:15])[O:7][C@H:6]1[N:16]1[CH:24]=[N:23][C:22]2[C:17]1=[N:18][CH:19]=[N:20][C:21]=2Cl)(=[O:3])[CH3:2].[CH3:26][C:27]1[CH:33]=[CH:32][CH:31]=[CH:30][C:28]=1[NH2:29], predict the reaction product. The product is: [C:1]([O:4][C@@H:5]1[C@H:9]([O:10][C:11](=[O:13])[CH3:12])[C@@H:8]([C:14]#[CH:15])[O:7][C@H:6]1[N:16]1[CH:24]=[N:23][C:22]2[C:17]1=[N:18][CH:19]=[N:20][C:21]=2[NH:29][C:28]1[CH:30]=[CH:31][CH:32]=[CH:33][C:27]=1[CH3:26])(=[O:3])[CH3:2]. (3) Given the reactants [CH3:1][N:2]([CH3:29])[C:3]1([C:23]2[CH:28]=[CH:27][CH:26]=[CH:25][CH:24]=2)[CH2:8][CH2:7][CH:6]([CH2:9][C:10]([NH:12][CH2:13][C:14]2[C:22]3[C:17](=[CH:18][CH:19]=[CH:20][CH:21]=3)[NH:16][CH:15]=2)=[O:11])[CH2:5][CH2:4]1.[Cl:30][Si](C)(C)C, predict the reaction product. The product is: [ClH:30].[CH3:29][N:2]([CH3:1])[C:3]1([C:23]2[CH:28]=[CH:27][CH:26]=[CH:25][CH:24]=2)[CH2:8][CH2:7][CH:6]([CH2:9][C:10]([NH:12][CH2:13][C:14]2[C:22]3[C:17](=[CH:18][CH:19]=[CH:20][CH:21]=3)[NH:16][CH:15]=2)=[O:11])[CH2:5][CH2:4]1. (4) The product is: [CH3:11][N:8]1[C:7]([CH2:12][N:13]2[CH2:14][CH2:15][CH:16]([C:19]([OH:22])([CH3:21])[CH3:20])[CH2:17][CH2:18]2)=[N:6][C:5]2[C:9]1=[N:10][C:2]([N:33]1[C:34]3[CH:40]=[CH:39][CH:38]=[CH:37][C:35]=3[N:36]=[C:32]1[CH2:29][CH2:30][CH3:31])=[N:3][C:4]=2[N:23]1[CH2:24][CH2:25][O:26][CH2:27][CH2:28]1. Given the reactants Cl[C:2]1[N:10]=[C:9]2[C:5]([N:6]=[C:7]([CH2:12][N:13]3[CH2:18][CH2:17][CH:16]([C:19]([OH:22])([CH3:21])[CH3:20])[CH2:15][CH2:14]3)[N:8]2[CH3:11])=[C:4]([N:23]2[CH2:28][CH2:27][O:26][CH2:25][CH2:24]2)[N:3]=1.[CH2:29]([C:32]1[NH:33][C:34]2[CH:40]=[CH:39][CH:38]=[CH:37][C:35]=2[N:36]=1)[CH2:30][CH3:31], predict the reaction product. (5) Given the reactants [CH3:1][NH2:2].[Cl:3][C:4]1[CH:13]=[CH:12][C:7]2[C:8](=[O:11])[O:9][CH2:10][C:6]=2[CH:5]=1, predict the reaction product. The product is: [Cl:3][C:4]1[CH:13]=[CH:12][C:7]([C:8]([NH:2][CH3:1])=[O:11])=[C:6]([CH2:10][OH:9])[CH:5]=1. (6) Given the reactants [Br:1][C:2]1[C:7](Cl)=[CH:6][C:5]([N:9]2[C:18]3[C:13](=[CH:14][C:15]([S:19]([O:22][C:23]4[C:28]([F:29])=[C:27]([F:30])[C:26]([F:31])=[C:25]([F:32])[C:24]=4[F:33])(=[O:21])=[O:20])=[CH:16][CH:17]=3)[CH:12]=[CH:11][C:10]2=[O:34])=[C:4]([O:35][CH3:36])[CH:3]=1.BrC1C=CC(I)=C(OC)C=1, predict the reaction product. The product is: [Br:1][C:2]1[CH:7]=[CH:6][C:5]([N:9]2[C:18]3[C:13](=[CH:14][C:15]([S:19]([O:22][C:23]4[C:24]([F:33])=[C:25]([F:32])[C:26]([F:31])=[C:27]([F:30])[C:28]=4[F:29])(=[O:20])=[O:21])=[CH:16][CH:17]=3)[CH:12]=[CH:11][C:10]2=[O:34])=[C:4]([O:35][CH3:36])[CH:3]=1. (7) Given the reactants [I:1][CH2:2][C:3](O)=[O:4].[B-](F)(F)(F)F.CN(C(ON1C(=O)CCC1=O)=[N+](C)C)C.CCN(C(C)C)C(C)C.[NH2:35][CH2:36][CH2:37][NH:38][C:39]([CH2:41][O:42][CH2:43][CH2:44][O:45][CH2:46][CH2:47][NH:48][C:49]([CH2:51][O:52][CH2:53][CH2:54][O:55][CH2:56][CH2:57][NH:58][C:59]([CH2:61][CH2:62][C@H:63]([NH:67][C:68]([CH2:70][CH2:71][CH2:72][CH2:73][CH2:74][CH2:75][CH2:76][CH2:77][CH2:78][CH2:79][CH2:80][CH2:81][CH2:82][CH2:83][CH2:84][CH2:85][C:86]([OH:88])=[O:87])=[O:69])[C:64]([OH:66])=[O:65])=[O:60])=[O:50])=[O:40].Cl, predict the reaction product. The product is: [C:64]([C@@H:63]([NH:67][C:68]([CH2:70][CH2:71][CH2:72][CH2:73][CH2:74][CH2:75][CH2:76][CH2:77][CH2:78][CH2:79][CH2:80][CH2:81][CH2:82][CH2:83][CH2:84][CH2:85][C:86]([OH:88])=[O:87])=[O:69])[CH2:62][CH2:61][C:59](=[O:60])[NH:58][CH2:57][CH2:56][O:55][CH2:54][CH2:53][O:52][CH2:51][C:49](=[O:50])[NH:48][CH2:47][CH2:46][O:45][CH2:44][CH2:43][O:42][CH2:41][C:39](=[O:40])[NH:38][CH2:37][CH2:36][NH:35][C:3](=[O:4])[CH2:2][I:1])([OH:66])=[O:65]. (8) Given the reactants O[CH:2]([C:4]1[C:12]2[O:11][CH2:10][CH:9]([C:13]3[CH:18]=[CH:17][C:16]([CH:19]([CH3:21])[CH3:20])=[CH:15][CH:14]=3)[C:8]=2[C:7]([CH3:22])=[C:6]([NH:23][C:24](=[O:30])[CH2:25][C:26]([CH3:29])([CH3:28])[CH3:27])[C:5]=1[CH3:31])[CH3:3].O.C1(C)C=CC(S(O)(=O)=O)=CC=1, predict the reaction product. The product is: [CH:19]([C:16]1[CH:17]=[CH:18][C:13]([CH:9]2[C:8]3[C:7]([CH3:22])=[C:6]([NH:23][C:24](=[O:30])[CH2:25][C:26]([CH3:29])([CH3:28])[CH3:27])[C:5]([CH3:31])=[C:4]([CH:2]=[CH2:3])[C:12]=3[O:11][CH2:10]2)=[CH:14][CH:15]=1)([CH3:20])[CH3:21].